From a dataset of TCR-epitope binding with 47,182 pairs between 192 epitopes and 23,139 TCRs. Binary Classification. Given a T-cell receptor sequence (or CDR3 region) and an epitope sequence, predict whether binding occurs between them. (1) The TCR CDR3 sequence is CASSLGQPNTEAFF. The epitope is PKYVKQNTLKLAT. Result: 1 (the TCR binds to the epitope). (2) The epitope is GLCTLVAML. The TCR CDR3 sequence is CASSPTSSTTSYEQYF. Result: 1 (the TCR binds to the epitope). (3) The epitope is CINGVCWTV. The TCR CDR3 sequence is CASDRGHTEAFF. Result: 0 (the TCR does not bind to the epitope). (4) The epitope is LLQTGIHVRVSQPSL. The TCR CDR3 sequence is CSVGTREGGEQYF. Result: 1 (the TCR binds to the epitope). (5) The epitope is KRWIIMGLNK. The TCR CDR3 sequence is CASSSTNLGEQFF. Result: 1 (the TCR binds to the epitope). (6) The epitope is QARQMVQAMRTIGTHP. The TCR CDR3 sequence is CASSELGGGNTGELFF. Result: 0 (the TCR does not bind to the epitope).